This data is from Forward reaction prediction with 1.9M reactions from USPTO patents (1976-2016). The task is: Predict the product of the given reaction. (1) The product is: [NH2:23][C:19]1[CH:18]=[C:17]([C:15](=[O:16])[CH2:14][N:9]2[C:8](=[O:26])[C:7]([CH:1]3[CH2:2][CH2:3][CH2:4][CH2:5][CH2:6]3)([CH3:27])[N:11]([CH3:12])[C:10]2=[O:13])[CH:22]=[CH:21][CH:20]=1. Given the reactants [CH:1]1([C:7]2([CH3:27])[N:11]([CH3:12])[C:10](=[O:13])[N:9]([CH2:14][C:15]([C:17]3[CH:22]=[CH:21][CH:20]=[C:19]([N+:23]([O-])=O)[CH:18]=3)=[O:16])[C:8]2=[O:26])[CH2:6][CH2:5][CH2:4][CH2:3][CH2:2]1.[NH4+].[Cl-], predict the reaction product. (2) Given the reactants [C:1]([CH:3]([CH:7]1[C:11]([Cl:12])=[C:10](Cl)C(=O)O1)[C:4]([NH2:6])=[O:5])#[N:2].Cl.[C:16]1([C:22]2([NH2:25])[CH2:24][CH2:23]2)[CH:21]=[CH:20][CH:19]=[CH:18][CH:17]=1.C(N(CC)CC)C, predict the reaction product. The product is: [Cl:12][C:11]1[CH:7]=[C:3]([C:4]([NH2:6])=[O:5])[C:1](=[NH:2])[N:25]([C:22]2([C:16]3[CH:21]=[CH:20][CH:19]=[CH:18][CH:17]=3)[CH2:24][CH2:23]2)[CH:10]=1. (3) Given the reactants [F:1][C:2]([F:25])([F:24])[C:3]1[CH:8]=[CH:7][C:6]([CH:9]2[CH2:14][NH:13][CH2:12][CH:11]([NH:15][C:16](=[O:23])[C:17]3[CH:22]=[CH:21][CH:20]=[CH:19][CH:18]=3)[CH2:10]2)=[CH:5][CH:4]=1.C(N(CC)CC)C.[C:33](Cl)(=[O:44])[O:34][C:35]1[CH:40]=[CH:39][C:38]([N+:41]([O-:43])=[O:42])=[CH:37][CH:36]=1.C(=O)(O)[O-].[Na+], predict the reaction product. The product is: [C:17]1([C:16]([NH:15][CH:11]2[CH2:10][CH:9]([C:6]3[CH:5]=[CH:4][C:3]([C:2]([F:24])([F:1])[F:25])=[CH:8][CH:7]=3)[CH2:14][N:13]([C:33]([O:34][C:35]3[CH:36]=[CH:37][C:38]([N+:41]([O-:43])=[O:42])=[CH:39][CH:40]=3)=[O:44])[CH2:12]2)=[O:23])[CH:18]=[CH:19][CH:20]=[CH:21][CH:22]=1. (4) The product is: [CH3:11][O:8][CH2:7][CH:1]1[CH2:6][CH2:5][CH:4]=[CH:3][CH2:2]1. Given the reactants [CH:1]1([CH2:7][OH:8])[CH2:6][CH2:5][CH:4]=[CH:3][CH2:2]1.[H-].[Na+].[CH3:11]I, predict the reaction product. (5) Given the reactants Cl[C:2]1[N:7]=[CH:6][C:5]([CH:8]([CH3:11])[C:9]#[N:10])=[CH:4][CH:3]=1.C(N(CC)CC)C.[CH3:19][O:20][CH2:21][CH2:22][NH:23]C, predict the reaction product. The product is: [CH3:19][O:20][CH2:21][CH2:22][NH:23][C:2]1[N:7]=[CH:6][C:5]([CH:8]([CH3:11])[C:9]#[N:10])=[CH:4][CH:3]=1. (6) Given the reactants [CH3:1][NH:2][C:3]([C:5]1[CH:9]=[CH:8][S:7][C:6]=1[CH3:10])=[O:4].C([Li])CCC.[O:16]1[CH2:20][CH2:19][O:18][CH:17]1[C:21]1[CH:28]=[CH:27][C:24](C#N)=[CH:23][CH:22]=1, predict the reaction product. The product is: [O:16]1[CH2:20][CH2:19][O:18][CH:17]1[C:21]1[CH:28]=[CH:27][C:24]([C:1]2[NH:2][C:3](=[O:4])[C:5]3[CH:9]=[CH:8][S:7][C:6]=3[CH:10]=2)=[CH:23][CH:22]=1. (7) Given the reactants [NH2:1][C:2]1[CH:11]=[CH:10][CH:9]=[CH:8][C:3]=1[C:4]([NH:6][CH3:7])=[O:5].[Br:12][C:13]1[C:14](I)=[CH:15][C:16]([Cl:19])=[N:17][CH:18]=1.Cl, predict the reaction product. The product is: [Br:12][C:13]1[C:14]([NH:1][C:2]2[CH:11]=[CH:10][CH:9]=[CH:8][C:3]=2[C:4]([NH:6][CH3:7])=[O:5])=[CH:15][C:16]([Cl:19])=[N:17][CH:18]=1. (8) Given the reactants [CH2:1]([CH:3]1[N:12]2[C:7](=[CH:8][C:9](=[O:18])[C:10]([C:13]([O:15][CH2:16][CH3:17])=[O:14])=[CH:11]2)[C:6]2[CH:19]=[C:20]([O:24][CH3:25])[C:21]([OH:23])=[CH:22][C:5]=2[CH2:4]1)[CH3:2].Br[CH2:27][CH2:28][C:29]1[CH:34]=[CH:33][CH:32]=[CH:31][CH:30]=1.C([O-])([O-])=O.[K+].[K+].O, predict the reaction product. The product is: [CH2:1]([CH:3]1[N:12]2[C:7](=[CH:8][C:9](=[O:18])[C:10]([C:13]([O:15][CH2:16][CH3:17])=[O:14])=[CH:11]2)[C:6]2[CH:19]=[C:20]([O:24][CH3:25])[C:21]([O:23][CH2:27][CH2:28][C:29]3[CH:34]=[CH:33][CH:32]=[CH:31][CH:30]=3)=[CH:22][C:5]=2[CH2:4]1)[CH3:2]. (9) Given the reactants [C:1]([Si:5]([CH3:23])([CH3:22])[O:6][CH:7]1[CH2:12][CH2:11][C:10](B2OC(C)(C)C(C)(C)O2)=[CH:9][CH2:8]1)([CH3:4])([CH3:3])[CH3:2].[CH3:24][O:25][C:26]([C:28]1[C:36]2[C:31](=[CH:32][C:33](Br)=[CH:34][CH:35]=2)[N:30]([CH3:38])[CH:29]=1)=[O:27].P([O-])([O-])([O-])=O.[K+].[K+].[K+], predict the reaction product. The product is: [CH3:24][O:25][C:26]([C:28]1[C:36]2[C:31](=[CH:32][C:33]([C:10]3[CH2:11][CH2:12][CH:7]([O:6][Si:5]([C:1]([CH3:2])([CH3:3])[CH3:4])([CH3:22])[CH3:23])[CH2:8][CH:9]=3)=[CH:34][CH:35]=2)[N:30]([CH3:38])[CH:29]=1)=[O:27]. (10) Given the reactants [CH3:1][C:2]1[CH:7]=[CH:6][CH:5]=[C:4]([NH2:8])[C:3]=1[NH2:9].N1C=CC=CC=1.C(=O)([O-])[O-].[K+].[K+].[C:22]([C:30](Cl)=[O:31])(=O)[C:23]1[CH:28]=[CH:27][CH:26]=[CH:25][CH:24]=1, predict the reaction product. The product is: [CH3:1][C:2]1[CH:7]=[CH:6][CH:5]=[C:4]2[C:3]=1[N:9]=[C:22]([C:23]1[CH:28]=[CH:27][CH:26]=[CH:25][CH:24]=1)[C:30](=[O:31])[NH:8]2.